This data is from Reaction yield outcomes from USPTO patents with 853,638 reactions. The task is: Predict the reaction yield, written as a fraction of the theoretical maximum amount of product (1.0 means a 100% yield; for example, 0.34 means a 34% yield). (1) The reactants are [CH2:1]([C:5]1[N:10]2[N:11]=[CH:12][N:13]=[C:9]2[N:8]([CH:14]2[CH2:19][CH2:18][C:17](=[O:20])[CH2:16][CH2:15]2)[C:7](=[O:21])[C:6]=1[CH2:22][C:23]1[CH:28]=[CH:27][C:26]([C:29]2[CH:34]=[CH:33][CH:32]=[CH:31][C:30]=2[C:35]2[NH:39][C:38](=[O:40])[O:37][N:36]=2)=[CH:25][CH:24]=1)[CH2:2][CH2:3][CH3:4].O1CCCC1.[BH4-].[Na+]. The catalyst is CO. The product is [CH2:1]([C:5]1[N:10]2[N:11]=[CH:12][N:13]=[C:9]2[N:8]([CH:14]2[CH2:19][CH2:18][CH:17]([OH:20])[CH2:16][CH2:15]2)[C:7](=[O:21])[C:6]=1[CH2:22][C:23]1[CH:28]=[CH:27][C:26]([C:29]2[CH:34]=[CH:33][CH:32]=[CH:31][C:30]=2[C:35]2[NH:39][C:38](=[O:40])[O:37][N:36]=2)=[CH:25][CH:24]=1)[CH2:2][CH2:3][CH3:4]. The yield is 0.480. (2) The reactants are [F:1][C:2]1[CH:3]=[C:4]([C:27]2[C:28]([C:33]#[N:34])=[CH:29][CH:30]=[CH:31][CH:32]=2)[CH:5]=[CH:6][C:7]=1[CH2:8][C:9]1[C:14](=[O:15])[N:13]([C:16]2[CH:21]=[CH:20][C:19]([OH:22])=[CH:18][CH:17]=2)[C:12]([CH3:23])=[N:11][C:10]=1[CH2:24][CH2:25][CH3:26].[C:35](OC=C)(=O)[CH3:36].C(=O)([O-])[O-].[Na+].[Na+].C1(C)C=CC=CC=1. The catalyst is C(OCC)(=O)C.C1CC=CCCC=C1.C1CC=CCCC=C1.[Cl-].[Cl-].[Ir].[Ir]. The product is [F:1][C:2]1[CH:3]=[C:4]([C:27]2[C:28]([C:33]#[N:34])=[CH:29][CH:30]=[CH:31][CH:32]=2)[CH:5]=[CH:6][C:7]=1[CH2:8][C:9]1[C:14](=[O:15])[N:13]([C:16]2[CH:21]=[CH:20][C:19]([O:22][CH:35]=[CH2:36])=[CH:18][CH:17]=2)[C:12]([CH3:23])=[N:11][C:10]=1[CH2:24][CH2:25][CH3:26]. The yield is 0.750.